Task: Predict the reactants needed to synthesize the given product.. Dataset: Full USPTO retrosynthesis dataset with 1.9M reactions from patents (1976-2016) (1) Given the product [Br:58][C:55]1[N:56]=[CH:57][C:52]([NH:51][C:13](=[O:14])[C@@H:12]([C:4]2[CH:5]=[CH:6][C:7]([S:8]([CH3:11])(=[O:9])=[O:10])=[C:2]([Cl:1])[CH:3]=2)[CH2:16][CH:17]2[CH2:18][CH2:19][C:20](=[O:23])[CH2:21][CH2:22]2)=[N:53][CH:54]=1, predict the reactants needed to synthesize it. The reactants are: [Cl:1][C:2]1[CH:3]=[C:4]([C@@H:12]([CH2:16][CH:17]2[CH2:22][CH2:21][C:20](=[O:23])[CH2:19][CH2:18]2)[C:13](O)=[O:14])[CH:5]=[CH:6][C:7]=1[S:8]([CH3:11])(=[O:10])=[O:9].C1(P(C2C=CC=CC=2)C2C=CC=CC=2)C=CC=CC=1.BrN1C(=O)CCC1=O.[NH2:51][C:52]1[CH:57]=[N:56][C:55]([Br:58])=[CH:54][N:53]=1.N1C(C)=CC=CC=1C. (2) Given the product [Cl:23][C:21]1[CH:20]=[CH:19][C:18]([O:24][CH2:25][C:26]2[CH:27]=[CH:28][CH:29]=[CH:30][CH:31]=2)=[C:17]([C:12]2[N:11]([C:6]3[CH:5]=[C:4]([C:9]([Cl:10])=[CH:8][CH:7]=3)[C:3]([OH:32])=[O:2])[C:15]([CH3:16])=[CH:14][CH:13]=2)[CH:22]=1, predict the reactants needed to synthesize it. The reactants are: C[O:2][C:3](=[O:32])[C:4]1[C:9]([Cl:10])=[CH:8][CH:7]=[C:6]([N:11]2[C:15]([CH3:16])=[CH:14][CH:13]=[C:12]2[C:17]2[CH:22]=[C:21]([Cl:23])[CH:20]=[CH:19][C:18]=2[O:24][CH2:25][C:26]2[CH:31]=[CH:30][CH:29]=[CH:28][CH:27]=2)[CH:5]=1.[OH-].[Na+].Cl. (3) Given the product [CH2:1]([O:3][C:4]1[CH:9]=[CH:8][C:7]([S:10]([N:13]2[CH2:18][CH2:17][N:16]([CH3:19])[CH2:15][CH2:14]2)(=[O:11])=[O:12])=[CH:6][C:5]=1[CH:20]=[O:21])[CH3:2], predict the reactants needed to synthesize it. The reactants are: [CH2:1]([O:3][C:4]1[CH:9]=[CH:8][C:7]([S:10]([N:13]2[CH2:18][CH2:17][N:16]([CH3:19])[CH2:15][CH2:14]2)(=[O:12])=[O:11])=[CH:6][C:5]=1[CH2:20][OH:21])[CH3:2]. (4) Given the product [F:8][C:4]1[C:3]([N+:9]([O-:11])=[O:10])=[C:2]([CH:7]=[CH:6][CH:5]=1)[NH:16][C:15]1[CH:17]=[CH:18][CH:19]=[C:13]([F:12])[CH:14]=1, predict the reactants needed to synthesize it. The reactants are: F[C:2]1[CH:7]=[CH:6][CH:5]=[C:4]([F:8])[C:3]=1[N+:9]([O-:11])=[O:10].[F:12][C:13]1[CH:14]=[C:15]([CH:17]=[CH:18][CH:19]=1)[NH2:16]. (5) Given the product [Cl:1][C:2]1[CH:10]=[CH:9][C:8]([OH:11])=[CH:7][C:3]=1[CH2:4][OH:5], predict the reactants needed to synthesize it. The reactants are: [Cl:1][C:2]1[CH:10]=[CH:9][C:8]([OH:11])=[CH:7][C:3]=1[C:4](O)=[O:5].B.